From a dataset of Forward reaction prediction with 1.9M reactions from USPTO patents (1976-2016). Predict the product of the given reaction. (1) The product is: [CH2:25]([C:27]1[CH:33]=[CH:32][C:30]([N:31]2[CH2:13][CH2:12][C:6]3([CH2:7][CH2:8][N:9]([S:21]([C:17]4[S:16][CH:20]=[CH:19][CH:18]=4)(=[O:23])=[O:22])[CH2:10][CH2:11]3)[C:4]2=[O:5])=[CH:29][CH:28]=1)[CH3:26]. Given the reactants C(O[C:4]([C:6]1([CH2:12][CH2:13]OC)[CH2:11][CH2:10][NH:9][CH2:8][CH2:7]1)=[O:5])C.[S:16]1[CH:20]=[CH:19][CH:18]=[C:17]1[S:21](Cl)(=[O:23])=[O:22].[CH2:25]([C:27]1[CH:33]=[CH:32][C:30]([NH2:31])=[CH:29][CH:28]=1)[CH3:26], predict the reaction product. (2) Given the reactants [H-].[Na+].[OH:3][C@@H:4]1[CH2:9][CH2:8][CH2:7][C@H:6]([O:10][CH2:11][C:12]2[CH:17]=[CH:16][CH:15]=[CH:14][CH:13]=2)[CH2:5]1.[CH2:18](Br)[CH:19]=[CH2:20], predict the reaction product. The product is: [CH2:20]([O:3][C@@H:4]1[CH2:9][CH2:8][CH2:7][C@H:6]([O:10][CH2:11][C:12]2[CH:13]=[CH:14][CH:15]=[CH:16][CH:17]=2)[CH2:5]1)[CH:19]=[CH2:18]. (3) Given the reactants [F:1][C:2]1[CH:7]=[CH:6][C:5]([CH2:8][C:9]([OH:11])=[O:10])=[CH:4][C:3]=1[N+:12]([O-:14])=[O:13].S(=O)(=O)(O)O.[CH3:20]O, predict the reaction product. The product is: [F:1][C:2]1[CH:7]=[CH:6][C:5]([CH2:8][C:9]([O:11][CH3:20])=[O:10])=[CH:4][C:3]=1[N+:12]([O-:14])=[O:13]. (4) The product is: [CH2:2]([C@H:4]([NH:11][C:12]([C:14]1[C:23]2[C:18](=[CH:19][CH:20]=[CH:21][CH:22]=2)[N:17]=[C:16]([C:24]2[CH:25]=[CH:26][CH:27]=[CH:28][CH:29]=2)[C:15]=1[N:30]1[CH2:34][CH2:33][CH2:32][C@H:31]1[CH2:35][OH:36])=[O:13])[C:5]1[CH:10]=[CH:9][CH:8]=[CH:7][CH:6]=1)[CH3:3]. Given the reactants Cl.[CH2:2]([C@H:4]([NH:11][C:12]([C:14]1[C:23]2[C:18](=[CH:19][CH:20]=[CH:21][CH:22]=2)[N:17]=[C:16]([C:24]2[CH:29]=[CH:28][CH:27]=[CH:26][CH:25]=2)[C:15]=1[N:30]1[CH2:34][CH2:33][CH2:32][C@H:31]1[C:35](OC)=[O:36])=[O:13])[C:5]1[CH:10]=[CH:9][CH:8]=[CH:7][CH:6]=1)[CH3:3].[BH4-].[Na+].CO, predict the reaction product. (5) Given the reactants [O:1]1[CH:5]=[CH:4][CH:3]=[C:2]1[C:6]1[N:19]=[C:9]2[N:10]=[C:11](S(C)(=O)=O)[N:12]=[C:13]([NH2:14])[N:8]2[N:7]=1.[Cl:20][C:21]1[CH:22]=[N:23][CH:24]=[C:25]([Cl:35])[C:26]=1[C:27]([N:29]1[CH2:34][CH2:33][NH:32][CH2:31][CH2:30]1)=[O:28], predict the reaction product. The product is: [NH2:14][C:13]1[N:8]2[N:7]=[C:6]([C:2]3[O:1][CH:5]=[CH:4][CH:3]=3)[N:19]=[C:9]2[N:10]=[C:11]([N:32]2[CH2:33][CH2:34][N:29]([C:27]([C:26]3[C:25]([Cl:35])=[CH:24][N:23]=[CH:22][C:21]=3[Cl:20])=[O:28])[CH2:30][CH2:31]2)[N:12]=1.